From a dataset of Forward reaction prediction with 1.9M reactions from USPTO patents (1976-2016). Predict the product of the given reaction. (1) The product is: [OH:48][C:41]1[C:40]([CH2:39][NH:38][C:8]([C:6]2[CH:5]=[CH:4][N:3]([C@@H:11]([C:13]3[CH:18]=[CH:17][CH:16]=[CH:15][CH:14]=3)[CH3:12])[C:2](=[O:1])[CH:7]=2)=[O:10])=[C:45]([CH3:46])[CH:44]=[C:43]([CH3:47])[N:42]=1. Given the reactants [O:1]=[C:2]1[CH:7]=[C:6]([C:8]([OH:10])=O)[CH:5]=[CH:4][N:3]1[C@@H:11]([C:13]1[CH:18]=[CH:17][CH:16]=[CH:15][CH:14]=1)[CH3:12].Cl.CN(C)CCCN=C=NCC.C(N(CC)CC)C.[NH2:38][CH2:39][C:40]1[C:41]([OH:48])=[N:42][C:43]([CH3:47])=[CH:44][C:45]=1[CH3:46], predict the reaction product. (2) Given the reactants [C:1]([O:5][C:6](=[O:15])[CH2:7]/[N:8]=[CH:9]/[CH2:10][C:11]([CH3:14])([CH3:13])[CH3:12])([CH3:4])([CH3:3])[CH3:2].[Br:16][C:17]1[CH:18]=[N:19][C:20](/[C:23](=[CH:26]\[C:27]2[CH:32]=[CH:31][CH:30]=[C:29]([Cl:33])[C:28]=2[F:34])/[C:24]#[N:25])=[N:21][CH:22]=1.C(N(CC)CC)C.C1CCN2C(=NCCC2)CC1, predict the reaction product. The product is: [C:1]([O:5][C:6]([CH:7]1[CH:26]([C:27]2[CH:32]=[CH:31][CH:30]=[C:29]([Cl:33])[C:28]=2[F:34])[C:23]([C:20]2[N:21]=[CH:22][C:17]([Br:16])=[CH:18][N:19]=2)([C:24]#[N:25])[CH:9]([CH2:10][C:11]([CH3:14])([CH3:13])[CH3:12])[NH:8]1)=[O:15])([CH3:4])([CH3:3])[CH3:2]. (3) Given the reactants [NH2:1][C:2]1[C:7]([C:8]#[C:9][C@H:10]2[CH2:15][CH2:14][C@H:13]([OH:16])[CH2:12][CH2:11]2)=[CH:6][CH:5]=[CH:4][N:3]=1, predict the reaction product. The product is: [NH:1]1[C:2]2=[N:3][CH:4]=[CH:5][CH:6]=[C:7]2[CH:8]=[C:9]1[C@H:10]1[CH2:15][CH2:14][C@H:13]([OH:16])[CH2:12][CH2:11]1.